Dataset: Peptide-MHC class I binding affinity with 185,985 pairs from IEDB/IMGT. Task: Regression. Given a peptide amino acid sequence and an MHC pseudo amino acid sequence, predict their binding affinity value. This is MHC class I binding data. (1) The peptide sequence is ATSYLEYEI. The MHC is HLA-A24:02 with pseudo-sequence HLA-A24:02. The binding affinity (normalized) is 0.211. (2) The peptide sequence is YVLSFQVTF. The MHC is HLA-B27:03 with pseudo-sequence HLA-B27:03. The binding affinity (normalized) is 0.0847. (3) The peptide sequence is KTSQVPKLL. The MHC is HLA-A02:01 with pseudo-sequence HLA-A02:01. The binding affinity (normalized) is 0.0697. (4) The peptide sequence is FEEAALCTFL. The MHC is Patr-B2401 with pseudo-sequence Patr-B2401. The binding affinity (normalized) is 0. (5) The peptide sequence is RTTLWCDVR. The MHC is HLA-B08:02 with pseudo-sequence HLA-B08:02. The binding affinity (normalized) is 0.0847. (6) The MHC is HLA-A02:03 with pseudo-sequence HLA-A02:03. The peptide sequence is VMTDGPANK. The binding affinity (normalized) is 0.0847. (7) The peptide sequence is AFHHMAREL. The MHC is HLA-A30:02 with pseudo-sequence HLA-A30:02. The binding affinity (normalized) is 0.230.